This data is from Catalyst prediction with 721,799 reactions and 888 catalyst types from USPTO. The task is: Predict which catalyst facilitates the given reaction. (1) Reactant: [Cl:1][C:2]1[CH:7]=[CH:6][C:5]([CH:8]2[CH2:13][CH:12]([S:14]([C:17]3[CH:22]=[CH:21][CH:20]=[C:19]([C:23]([F:26])([F:25])[F:24])[CH:18]=3)(=[O:16])=[O:15])[CH2:11][CH2:10][O:9]2)=[CH:4][N:3]=1.[CH3:27]C([O-])(C)C.[K+]. Product: [Cl:1][C:2]1[CH:7]=[CH:6][C:5]([CH:8]2[CH2:13][C:12]([CH3:27])([S:14]([C:17]3[CH:22]=[CH:21][CH:20]=[C:19]([C:23]([F:26])([F:24])[F:25])[CH:18]=3)(=[O:15])=[O:16])[CH2:11][CH2:10][O:9]2)=[CH:4][N:3]=1. The catalyst class is: 1. (2) Reactant: [CH3:1][O:2][C:3]([C:5]1[N:6]=[C:7](Br)[C:8]2[C:13]([C:14]=1[OH:15])=[CH:12][CH:11]=[C:10]([S:16][C:17]1[CH:22]=[CH:21][CH:20]=[CH:19][CH:18]=1)[CH:9]=2)=[O:4].[C:24]([Cu])#[N:25]. Product: [CH3:1][O:2][C:3]([C:5]1[N:6]=[C:7]([C:24]#[N:25])[C:8]2[C:13]([C:14]=1[OH:15])=[CH:12][CH:11]=[C:10]([S:16][C:17]1[CH:22]=[CH:21][CH:20]=[CH:19][CH:18]=1)[CH:9]=2)=[O:4]. The catalyst class is: 85. (3) Reactant: [S:1]1[CH:5]=[CH:4][C:3]([C:6]([OH:8])=[O:7])=[CH:2]1.C[Si]([N-][Si](C)(C)C)(C)C.[Li+].[CH:19](=O)[C:20]1[CH:25]=[CH:24][CH:23]=[CH:22][CH:21]=1.Cl.S(Cl)(C1C=CC(C)=CC=1)(=O)=O.C([O-])(O)=O.[Na+]. Product: [C:20]1([CH:19]2[C:2]3[S:1][CH:5]=[CH:4][C:3]=3[C:6](=[O:8])[O:7]2)[CH:25]=[CH:24][CH:23]=[CH:22][CH:21]=1. The catalyst class is: 1. (4) Reactant: [Cl:1][C:2]1[CH:7]=[C:6]([C:8]([F:11])([F:10])[F:9])[CH:5]=[CH:4][C:3]=1[C:12]1[CH:21]=[CH:20][CH:19]=[C:18]2[C:13]=1[CH:14]=[CH:15][C:16]([S:22](OC1C(F)=C(F)C(F)=C(F)C=1F)(=[O:24])=[O:23])=[CH:17]2.[O:37]1[CH:41]=[CH:40][N:39]=[C:38]1[NH2:42].S1C=CN=C1N. Product: [Cl:1][C:2]1[CH:7]=[C:6]([C:8]([F:10])([F:11])[F:9])[CH:5]=[CH:4][C:3]=1[C:12]1[CH:21]=[CH:20][CH:19]=[C:18]2[C:13]=1[CH:14]=[CH:15][C:16]([S:22]([NH:42][C:38]1[O:37][CH:41]=[CH:40][N:39]=1)(=[O:23])=[O:24])=[CH:17]2. The catalyst class is: 2. (5) Reactant: [F:1][C:2]1[C:10]([OH:11])=[C:9]2[C:5]([CH:6]=[C:7]([C:12]([NH2:14])=[O:13])[NH:8]2)=[CH:4][C:3]=1[O:15][C:16]1[CH:17]=[N:18][C:19]([S:22]([CH3:25])(=[O:24])=[O:23])=[CH:20][CH:21]=1.[CH3:26][O:27][CH2:28][CH2:29]O.C(P(CCCC)CCCC)CCC.N(C(N1CCCCC1)=O)=NC(N1CCCCC1)=O. Product: [F:1][C:2]1[C:10]([O:11][CH2:29][CH2:28][O:27][CH3:26])=[C:9]2[C:5]([CH:6]=[C:7]([C:12]([NH2:14])=[O:13])[NH:8]2)=[CH:4][C:3]=1[O:15][C:16]1[CH:17]=[N:18][C:19]([S:22]([CH3:25])(=[O:23])=[O:24])=[CH:20][CH:21]=1. The catalyst class is: 7. (6) The catalyst class is: 657. Reactant: [NH2:1][C@@H:2]([CH2:6][C:7]1[N:8]=[CH:9][N:10]([CH3:12])[CH:11]=1)[C:3]([OH:5])=[O:4].Cl.[CH2:14]=O. Product: [CH3:12][N:10]1[C:11]2[CH2:14][NH:1][C@H:2]([C:3]([OH:5])=[O:4])[CH2:6][C:7]=2[N:8]=[CH:9]1. (7) Reactant: [F:1][C:2]1[CH:17]=[C:16]([F:18])[CH:15]=[C:14]([F:19])[C:3]=1[CH2:4][C:5]1[CH:6]=[C:7]([C:10]([O:12]C)=[O:11])[NH:8][CH:9]=1.[OH-].[Na+]. Product: [F:1][C:2]1[CH:17]=[C:16]([F:18])[CH:15]=[C:14]([F:19])[C:3]=1[CH2:4][C:5]1[CH:6]=[C:7]([C:10]([OH:12])=[O:11])[NH:8][CH:9]=1. The catalyst class is: 5.